This data is from Forward reaction prediction with 1.9M reactions from USPTO patents (1976-2016). The task is: Predict the product of the given reaction. (1) Given the reactants [CH:1](O)=[O:2].[C:4]1([O:10][CH3:11])[CH:9]=[CH:8][CH:7]=[CH:6][CH:5]=1.[OH2:12], predict the reaction product. The product is: [O:2]=[CH:1][C:6]1[CH:7]=[CH:8][C:9]([OH:12])=[C:4]([O:10][CH3:11])[CH:5]=1. (2) Given the reactants [C:1](=O)=[O:2].CC(C)=O.Br[C:9]1[C:10]([O:24][CH3:25])=[N:11][C:12]([CH:21]2[CH2:23][CH2:22]2)=[N:13][C:14]=1[O:15][CH2:16][C:17]([F:20])([F:19])[F:18].C([Li])CCC.Cl, predict the reaction product. The product is: [CH:21]1([C:12]2[N:11]=[C:10]([O:24][CH3:25])[C:9]([CH:1]=[O:2])=[C:14]([O:15][CH2:16][C:17]([F:20])([F:19])[F:18])[N:13]=2)[CH2:23][CH2:22]1. (3) Given the reactants [CH2:1]=[O:2].[CH3:3][NH2:4].[CH3:5][CH:6]1[CH2:11][CH:10]([CH3:12])[CH2:9][C:8](=O)[CH2:7]1.[C:14](O)(=O)C, predict the reaction product. The product is: [CH3:3][N:4]1[CH2:8][CH:9]2[C:1](=[O:2])[CH:7]([C@H:6]([CH3:5])[CH2:11][C@H:10]2[CH3:12])[CH2:14]1. (4) Given the reactants [Cl:1][C:2]1[CH:3]=[C:4]2[N:11]=[C:10]([O:12][CH:13]3[CH:17]4[O:18][CH2:19][CH:20]([OH:21])[CH:16]4[O:15][CH2:14]3)[N:9]([CH2:22][O:23][CH2:24][CH2:25][Si:26]([CH3:29])([CH3:28])[CH3:27])[C:5]2=[N:6][C:7]=1I.[CH3:30][N:31]=[S:32]([C:35]1[CH:36]=[CH:37][C:38]([C:41]2[CH:46]=[CH:45][C:44](B3OC(C)(C)C(C)(C)O3)=[CH:43][CH:42]=2)=[N:39][CH:40]=1)([CH3:34])=[O:33].BrC1C=CC(C2C=CC(S(C)(=NC)=O)=CN=2)=CC=1, predict the reaction product. The product is: [Cl:1][C:2]1[CH:3]=[C:4]2[N:11]=[C:10]([O:12][C@H:13]3[C@H:17]4[O:18][CH2:19][C@@H:20]([OH:21])[C@H:16]4[O:15][CH2:14]3)[N:9]([CH2:22][O:23][CH2:24][CH2:25][Si:26]([CH3:29])([CH3:28])[CH3:27])[C:5]2=[N:6][C:7]=1[C:44]1[CH:43]=[CH:42][C:41]([C:38]2[CH:37]=[CH:36][C:35]([S:32]([CH3:34])(=[N:31][CH3:30])=[O:33])=[CH:40][N:39]=2)=[CH:46][CH:45]=1. (5) Given the reactants [CH2:1]([O:8][C:9]1[CH:10]=[CH:11][C:12](Br)=[C:13]2[C:18]=1[NH:17][C:16](=[O:19])[C:15]([CH3:20])=[CH:14]2)[C:2]1[CH:7]=[CH:6][CH:5]=[CH:4][CH:3]=1.[CH2:22](C([Sn])=C(CCCC)CCCC)[CH2:23]CC, predict the reaction product. The product is: [CH2:1]([O:8][C:9]1[CH:10]=[CH:11][C:12]([CH:22]=[CH2:23])=[C:13]2[C:18]=1[NH:17][C:16](=[O:19])[C:15]([CH3:20])=[CH:14]2)[C:2]1[CH:7]=[CH:6][CH:5]=[CH:4][CH:3]=1. (6) The product is: [Br:27][C:28]1[CH:33]=[CH:32][C:31](/[C:1](/[C:5]2[CH:6]=[C:7]3[C:11](=[CH:12][CH:13]=2)[N:10]([CH:14]2[CH2:19][CH2:18][CH2:17][CH2:16][O:15]2)[N:9]=[CH:8]3)=[C:2](\[C:21]2[CH:26]=[CH:25][CH:24]=[CH:23][CH:22]=2)/[CH2:3][CH3:4])=[CH:30][CH:29]=1. Given the reactants [C:1]([C:5]1[CH:6]=[C:7]2[C:11](=[CH:12][CH:13]=1)[N:10]([CH:14]1[CH2:19][CH2:18][CH2:17][CH2:16][O:15]1)[N:9]=[CH:8]2)#[C:2][CH2:3][CH3:4].I[C:21]1[CH:26]=[CH:25][CH:24]=[CH:23][CH:22]=1.[Br:27][C:28]1[CH:33]=[CH:32][C:31](B(O)O)=[CH:30][CH:29]=1, predict the reaction product.